The task is: Predict the reactants needed to synthesize the given product.. This data is from Full USPTO retrosynthesis dataset with 1.9M reactions from patents (1976-2016). Given the product [CH2:3]([C:5]1[N:9]([CH:10]2[CH2:11][CH2:12][N:13]([CH2:21][CH2:22][CH2:23][S:24]([C:27]3[CH:32]=[CH:31][C:30]([F:33])=[CH:29][CH:28]=3)(=[O:26])=[O:25])[CH2:14][CH2:15]2)[C:8]2[CH:16]=[CH:17][CH:18]=[CH:19][C:7]=2[N:6]=1)[CH3:4], predict the reactants needed to synthesize it. The reactants are: Cl.Cl.[CH2:3]([C:5]1[N:9]([CH:10]2[CH2:15][CH2:14][NH:13][CH2:12][CH2:11]2)[C:8]2[CH:16]=[CH:17][CH:18]=[CH:19][C:7]=2[N:6]=1)[CH3:4].Cl[CH2:21][CH2:22][CH2:23][S:24]([C:27]1[CH:32]=[CH:31][C:30]([F:33])=[CH:29][CH:28]=1)(=[O:26])=[O:25].C1COCC1.CN(C=O)C.C([O-])(O)=O.[Na+].